From a dataset of Reaction yield outcomes from USPTO patents with 853,638 reactions. Predict the reaction yield, written as a fraction of the theoretical maximum amount of product (1.0 means a 100% yield; for example, 0.34 means a 34% yield). (1) The reactants are [ClH:1].C(OCC)(=O)C.C(O[C:13]([N:15](C)[C@H:16]([C:21]([NH:23][CH3:24])=[O:22])[C:17](=[O:20])[O:18][CH3:19])=O)(C)(C)C. The catalyst is C(OCC)(=O)C. The product is [ClH:1].[CH3:24][NH:23][C:21](=[O:22])[C@H:16]([C:17](=[O:20])[O:18][CH3:19])[NH:15][CH3:13]. The yield is 0.840. (2) The reactants are [F:1][C:2]1[C:14]([NH:15][CH2:16][C:17]2[CH:22]=[C:21]([CH3:23])[CH:20]=[C:19]([C:24]3[CH:29]=[CH:28][CH:27]=[C:26]([F:30])[CH:25]=3)[C:18]=2[F:31])=[C:13]([F:32])[CH:12]=[CH:11][C:3]=1[O:4][CH2:5][C:6]([O:8]CC)=[O:7].O[Li].O. The catalyst is C1COCC1.O. The product is [F:1][C:2]1[C:14]([NH:15][CH2:16][C:17]2[CH:22]=[C:21]([CH3:23])[CH:20]=[C:19]([C:24]3[CH:29]=[CH:28][CH:27]=[C:26]([F:30])[CH:25]=3)[C:18]=2[F:31])=[C:13]([F:32])[CH:12]=[CH:11][C:3]=1[O:4][CH2:5][C:6]([OH:8])=[O:7]. The yield is 0.320. (3) The yield is 0.430. The catalyst is C(O)C.CO. The product is [Cl:13][C:7]1[CH:8]=[C:9]2[C:4](=[CH:5][C:6]=1[Cl:14])[N:3]([C@@H:15]1[O:21][C@H:20]([CH2:22][OH:23])[C@@H:18]([OH:19])[C@H:16]1[OH:17])[C:2]([NH:35][CH3:33])=[C:10]2[CH:11]=[O:12]. The reactants are Cl[C:2]1[N:3]([C@@H:15]2[O:21][C@H:20]([CH2:22][OH:23])[C@@H:18]([OH:19])[C@H:16]2[OH:17])[C:4]2[C:9]([C:10]=1[CH:11]=[O:12])=[CH:8][C:7]([Cl:13])=[C:6]([Cl:14])[CH:5]=2.CO.C(Cl)(Cl)Cl.CO.O.[CH2:33]([NH2:35])C. (4) The reactants are [CH3:1][N:2]1[CH:6]=[CH:5][N:4]=[C:3]1[C:7]1[S:15][C:14]2[C:9](=[N:10][CH:11]=[CH:12][C:13]=2[NH:16][C:17]2[CH:22]=[CH:21][C:20]([NH2:23])=[CH:19][CH:18]=2)[CH:8]=1.Cl.Cl.N1C2C(=NC=CC=2OC2C=CC(N[C:43]([NH:45][C:46](=[O:56])[CH2:47][C:48]3[C:53](Cl)=[CH:52][CH:51]=[CH:50][C:49]=3Cl)=[S:44])=CC=2F)C=C1.ClC1C=CC=C(Cl)C=1CC(N=C=S)=O.[N-]=C=S. No catalyst specified. The product is [CH3:1][N:2]1[CH:6]=[CH:5][N:4]=[C:3]1[C:7]1[S:15][C:14]2[C:9](=[N:10][CH:11]=[CH:12][C:13]=2[NH:16][C:17]2[CH:22]=[CH:21][C:20]([NH:23][C:43]([NH:45][C:46](=[O:56])[CH2:47][C:48]3[CH:49]=[CH:50][CH:51]=[CH:52][CH:53]=3)=[S:44])=[CH:19][CH:18]=2)[CH:8]=1. The yield is 0.120. (5) The reactants are [N:1]1[CH:6]=[CH:5][CH:4]=[CH:3][C:2]=1[NH:7][C:8]([N:10]1[C@@H:16]2[CH2:17][N:13]([CH2:14][CH2:15]2)[C:12]2[CH:18]=[CH:19][C:20]([C:22]([OH:24])=O)=[N:21][C:11]1=2)=[O:9].CN(C(ON1N=NC2C=CC=NC1=2)=[N+](C)C)C.F[P-](F)(F)(F)(F)F.CCN(C(C)C)C(C)C.[CH3:58][O:59][CH2:60][CH:61]([NH2:63])[CH3:62]. The catalyst is CN(C)C=O. The product is [CH3:58][O:59][CH2:60][CH:61]([NH:63][C:22]([C:20]1[CH:19]=[CH:18][C:12]2[N:13]3[CH2:17][C@H:16]([CH2:15][CH2:14]3)[N:10]([C:8]([NH:7][C:2]3[CH:3]=[CH:4][CH:5]=[CH:6][N:1]=3)=[O:9])[C:11]=2[N:21]=1)=[O:24])[CH3:62]. The yield is 0.656. (6) The reactants are C[O:2][C:3]([C:5]1[C:10]([CH:11](F)[CH3:12])=[C:9]([NH2:14])[N:8]=[C:7]([C:15]2[CH:20]=[CH:19][C:18]([Cl:21])=[C:17]([O:22][CH3:23])[C:16]=2[F:24])[N:6]=1)=[O:4].[OH-:25].[Na+].Cl.[CH3:28]O. No catalyst specified. The product is [NH2:14][C:9]1[N:8]=[C:7]([C:15]2[CH:20]=[CH:19][C:18]([Cl:21])=[C:17]([O:22][CH3:23])[C:16]=2[F:24])[N:6]=[C:5]([C:3]([OH:2])=[O:4])[C:10]=1[CH:11]([O:25][CH3:28])[CH3:12]. The yield is 0.850. (7) The catalyst is C1(C)C=CC=CC=1.CC([O-])=O.CC([O-])=O.[Pd+2]. The product is [CH2:1]([O:8][C:9]1[CH:10]=[CH:11][C:12]([NH:13][C:17]2[CH:22]=[CH:21][C:20]([CH:23]([CH3:25])[CH3:24])=[CH:19][CH:18]=2)=[CH:14][CH:15]=1)[C:2]1[CH:3]=[CH:4][CH:5]=[CH:6][CH:7]=1. The reactants are [CH2:1]([O:8][C:9]1[CH:15]=[CH:14][C:12]([NH2:13])=[CH:11][CH:10]=1)[C:2]1[CH:7]=[CH:6][CH:5]=[CH:4][CH:3]=1.Br[C:17]1[CH:22]=[CH:21][C:20]([CH:23]([CH3:25])[CH3:24])=[CH:19][CH:18]=1.CC(C1C=C(C(C)C)C(C2C=CC=CC=2P(C2CCCCC2)C2CCCCC2)=C(C(C)C)C=1)C.C([O-])([O-])=O.[Cs+].[Cs+]. The yield is 0.570.